From a dataset of Forward reaction prediction with 1.9M reactions from USPTO patents (1976-2016). Predict the product of the given reaction. (1) Given the reactants [CH3:1][O:2][C:3](=[O:11])[CH2:4][C:5]1[CH:10]=[CH:9][N:8]=[CH:7][CH:6]=1.CO[CH:14](OC)[N:15]([CH3:17])[CH3:16], predict the reaction product. The product is: [CH3:1][O:2][C:3](=[O:11])[C:4]([C:5]1[CH:6]=[CH:7][N:8]=[CH:9][CH:10]=1)=[CH:14][N:15]([CH3:17])[CH3:16]. (2) The product is: [NH:1]1[C:5]2[CH:6]=[CH:7][CH:8]=[CH:9][C:4]=2[N:3]=[C:2]1[C:10]([C:12]1[CH:17]=[CH:16][C:15]([O:18][C:19]2[C:24]([CH:30]3[CH2:29][CH:28]=[CH:27][O:26]3)=[CH:23][CH:22]=[CH:21][N:20]=2)=[CH:14][CH:13]=1)=[O:11].[NH:1]1[C:5]2[CH:6]=[CH:7][CH:8]=[CH:9][C:4]=2[N:3]=[C:2]1[C:10]([C:12]1[CH:17]=[CH:16][C:15]([O:18][C:19]2[C:24]([CH:29]3[CH:28]=[CH:27][O:26][CH2:30]3)=[CH:23][CH:22]=[CH:21][N:20]=2)=[CH:14][CH:13]=1)=[O:11]. Given the reactants [NH:1]1[C:5]2[CH:6]=[CH:7][CH:8]=[CH:9][C:4]=2[N:3]=[C:2]1[C:10]([C:12]1[CH:17]=[CH:16][C:15]([O:18][C:19]2[C:24](Br)=[CH:23][CH:22]=[CH:21][N:20]=2)=[CH:14][CH:13]=1)=[O:11].[O:26]1[CH2:30][CH:29]=[CH:28][CH2:27]1.C1(N(C)C2CCCCC2)CCCCC1, predict the reaction product. (3) The product is: [C:15]([O:19][C:20]([N:22]1[CH2:23][CH2:24][CH:25]([CH2:28][C:29]2[N:33]3[CH:34]=[C:35]([O:12][C@H:5]4[C:6]5[C:11](=[CH:10][CH:9]=[CH:8][CH:7]=5)[C@@H:2]([NH2:1])[CH2:3][CH2:4]4)[CH:36]=[CH:37][C:32]3=[N:31][N:30]=2)[CH2:26][CH2:27]1)=[O:21])([CH3:18])([CH3:16])[CH3:17]. Given the reactants [NH2:1][C@@H:2]1[C:11]2[C:6](=[CH:7][CH:8]=[CH:9][CH:10]=2)[C@H:5]([OH:12])[CH2:4][CH2:3]1.[H-].[Na+].[C:15]([O:19][C:20]([N:22]1[CH2:27][CH2:26][CH:25]([CH2:28][C:29]2[N:33]3[CH:34]=[C:35](F)[CH:36]=[CH:37][C:32]3=[N:31][N:30]=2)[CH2:24][CH2:23]1)=[O:21])([CH3:18])([CH3:17])[CH3:16], predict the reaction product.